This data is from Forward reaction prediction with 1.9M reactions from USPTO patents (1976-2016). The task is: Predict the product of the given reaction. (1) Given the reactants [OH:1][C@H:2]1[CH2:6][N:5]([C:7](=[O:28])[CH2:8][C:9]([C:22]2[CH:27]=[CH:26][CH:25]=[CH:24][CH:23]=2)([C:16]2[CH:21]=[CH:20][CH:19]=[CH:18][CH:17]=2)[C:10]2[CH:15]=[CH:14][CH:13]=[CH:12][CH:11]=2)[C@H:4]([C:29]([N:31]2[CH2:35][CH2:34][CH2:33][C@@H:32]2[C:36]([NH:38][CH2:39][C@H:40]2[CH2:45][CH2:44][CH2:43][NH:42][CH2:41]2)=[O:37])=[O:30])[CH2:3]1.[CH3:46][CH:47]([CH2:50][CH3:51])[CH:48]=O, predict the reaction product. The product is: [OH:1][C@H:2]1[CH2:6][N:5]([C:7](=[O:28])[CH2:8][C:9]([C:22]2[CH:27]=[CH:26][CH:25]=[CH:24][CH:23]=2)([C:10]2[CH:11]=[CH:12][CH:13]=[CH:14][CH:15]=2)[C:16]2[CH:21]=[CH:20][CH:19]=[CH:18][CH:17]=2)[C@H:4]([C:29]([N:31]2[CH2:35][CH2:34][CH2:33][C@@H:32]2[C:36]([NH:38][CH2:39][C@H:40]2[CH2:45][CH2:44][CH2:43][N:42]([CH2:46][CH:47]([CH3:48])[CH2:50][CH3:51])[CH2:41]2)=[O:37])=[O:30])[CH2:3]1. (2) Given the reactants [F:1][C:2]([F:19])([F:18])[C:3]1[N:8]=[C:7]([N:9]2[CH2:13][C@@H:12]3[C@@H:14]([NH2:17])[CH2:15][CH2:16][C@@H:11]3[CH2:10]2)[CH:6]=[CH:5][CH:4]=1.[CH3:20][C:21]([CH3:23])=O.C(O)(=O)C.C([BH3-])#N, predict the reaction product. The product is: [CH:21]([NH:17][C@@H:14]1[C@@H:12]2[C@@H:11]([CH2:10][N:9]([C:7]3[CH:6]=[CH:5][CH:4]=[C:3]([C:2]([F:1])([F:18])[F:19])[N:8]=3)[CH2:13]2)[CH2:16][CH2:15]1)([CH3:23])[CH3:20]. (3) Given the reactants [NH:1]1[C:9]2[C:4](=[CH:5][C:6]([N:10]3[C:14]4=[N:15][C:16]([CH:19]=[CH2:20])=[CH:17][CH:18]=[C:13]4[N:12]=[CH:11]3)=[CH:7][CH:8]=2)[CH2:3][CH2:2]1.Cl.[CH3:22][N:23]([CH3:30])[CH2:24][CH2:25][CH2:26][C:27](O)=[O:28].Cl.C(N=C=NCCCN(C)C)C, predict the reaction product. The product is: [CH3:22][N:23]([CH3:30])[CH2:24][CH2:25][CH2:26][C:27](=[O:28])[N:1]1[C:9]2[C:4](=[CH:5][C:6]([N:10]3[C:14]4=[N:15][C:16]([CH:19]=[CH2:20])=[CH:17][CH:18]=[C:13]4[N:12]=[CH:11]3)=[CH:7][CH:8]=2)[CH2:3][CH2:2]1. (4) Given the reactants [N+:1]([C:4]1[CH:9]=[CH:8][C:7](B2OC(C)(C)C(C)(C)O2)=[CH:6][C:5]=1[NH:19][C:20](=[O:26])[O:21][C:22]([CH3:25])([CH3:24])[CH3:23])([O-:3])=[O:2].FC(F)(F)S(O[C:33]1[CH2:37][CH2:36][CH2:35][CH:34]=1)(=O)=O.C([O-])([O-])=O.[Na+].[Na+], predict the reaction product. The product is: [C:33]1([C:7]2[CH:8]=[CH:9][C:4]([N+:1]([O-:3])=[O:2])=[C:5]([NH:19][C:20](=[O:26])[O:21][C:22]([CH3:23])([CH3:24])[CH3:25])[CH:6]=2)[CH2:37][CH2:36][CH2:35][CH:34]=1. (5) Given the reactants [C:1](Cl)(=[O:5])C(Cl)=O.[CH3:7][C:8]1[C:9]([C:22]2[CH:27]=[CH:26][C:25]([S:28](=[O:31])(=[O:30])[NH2:29])=[CH:24][CH:23]=2)=[C:10]([C:19]([OH:21])=O)[S:11][C:12]=1[N:13]1[CH2:18][CH2:17][O:16][CH2:15][CH2:14]1.[CH2:32]([N:34]([CH2:37]C)[CH2:35]C)C.[CH3:39][N:40](C=O)C, predict the reaction product. The product is: [CH3:32][N:34]([CH:37]=[N:29][S:28]([C:25]1[CH:24]=[CH:23][C:22]([C:9]2[C:8]([CH3:7])=[C:12]([N:13]3[CH2:14][CH2:15][O:16][CH2:17][CH2:18]3)[S:11][C:10]=2[C:19]([N:40]([O:5][CH3:1])[CH3:39])=[O:21])=[CH:27][CH:26]=1)(=[O:30])=[O:31])[CH3:35]. (6) Given the reactants [N:1]#[C:2][NH2:3].[C:4]([O:8][C:9](=[O:26])[N:10]([CH2:24][CH3:25])[CH2:11][CH2:12][CH2:13][O:14][C:15]1[CH:20]=[CH:19][C:18]([N:21]=[C:22]=[S:23])=[CH:17][CH:16]=1)([CH3:7])([CH3:6])[CH3:5].CC(C)([O-])C.[K+].Br[CH2:34][C:35]([C:37]1[CH:42]=[CH:41][C:40]([O:43][CH3:44])=[C:39]([F:45])[CH:38]=1)=[O:36], predict the reaction product. The product is: [C:4]([O:8][C:9](=[O:26])[N:10]([CH2:11][CH2:12][CH2:13][O:14][C:15]1[CH:16]=[CH:17][C:18]([NH:21][C:22]2[S:23][C:34]([C:35](=[O:36])[C:37]3[CH:42]=[CH:41][C:40]([O:43][CH3:44])=[C:39]([F:45])[CH:38]=3)=[C:2]([NH2:3])[N:1]=2)=[CH:19][CH:20]=1)[CH2:24][CH3:25])([CH3:6])([CH3:7])[CH3:5]. (7) Given the reactants [F:1][C:2]1[CH:7]=[CH:6][C:5]([C:8]2[C:12]([CH2:13][NH2:14])=[C:11]([CH3:15])[O:10][N:9]=2)=[CH:4][CH:3]=1.[Cl:16][C:17]1[N:18]=[N:19][C:20](Cl)=[CH:21][CH:22]=1.C(N(CC)C(C)C)(C)C, predict the reaction product. The product is: [Cl:16][C:17]1[N:18]=[N:19][C:20]([NH:14][CH2:13][C:12]2[C:8]([C:5]3[CH:4]=[CH:3][C:2]([F:1])=[CH:7][CH:6]=3)=[N:9][O:10][C:11]=2[CH3:15])=[CH:21][CH:22]=1.